From a dataset of Full USPTO retrosynthesis dataset with 1.9M reactions from patents (1976-2016). Predict the reactants needed to synthesize the given product. (1) Given the product [CH3:1][C:2]1[CH:6]=[CH:5][O:4][C:3]=1[C:7]([NH:58][C:57]1[CH:59]=[CH:60][CH:61]=[C:55]([O:54][C:52]2[CH:51]=[CH:50][N:49]=[C:48]([C:44]3[NH:43][CH:47]=[CH:46][CH:45]=3)[CH:53]=2)[CH:56]=1)=[O:9], predict the reactants needed to synthesize it. The reactants are: [CH3:1][C:2]1[CH:6]=[CH:5][O:4][C:3]=1[C:7]([OH:9])=O.CN(C(ON1N=NC2C=CC=CC1=2)=[N+](C)C)C.F[P-](F)(F)(F)(F)F.C(N(CC)C(C)C)(C)C.[NH:43]1[CH:47]=[CH:46][CH:45]=[C:44]1[C:48]1[CH:53]=[C:52]([O:54][C:55]2[CH:56]=[C:57]([CH:59]=[CH:60][CH:61]=2)[NH2:58])[CH:51]=[CH:50][N:49]=1. (2) Given the product [Cl:1][C:2]1[CH:7]=[CH:6][C:5]([C:8]2[C:12]([C:13]3[CH:14]=[CH:15][C:16]([OH:19])=[CH:17][CH:18]=3)=[CH:11][S:10][C:9]=2[CH2:23][CH2:24][C:25]([OH:27])=[O:26])=[C:4]([O:28][CH3:29])[CH:3]=1, predict the reactants needed to synthesize it. The reactants are: [Cl:1][C:2]1[CH:7]=[CH:6][C:5]([C:8]2[C:12]([C:13]3[CH:18]=[CH:17][C:16]([O:19]COC)=[CH:15][CH:14]=3)=[CH:11][S:10][C:9]=2[CH2:23][CH2:24][C:25]([OH:27])=[O:26])=[C:4]([O:28][CH3:29])[CH:3]=1.Cl. (3) Given the product [OH:1][C:2]1[CH:9]=[CH:8][C:5]([C:6]#[N:16])=[C:4]([N+:10]([O-:12])=[O:11])[C:3]=1[O:13][CH3:14], predict the reactants needed to synthesize it. The reactants are: [OH:1][C:2]1[CH:9]=[CH:8][C:5]([CH:6]=O)=[C:4]([N+:10]([O-:12])=[O:11])[C:3]=1[O:13][CH3:14].[OH-].[NH4+:16].II.